Dataset: hERG potassium channel inhibition data for cardiac toxicity prediction from Karim et al.. Task: Regression/Classification. Given a drug SMILES string, predict its toxicity properties. Task type varies by dataset: regression for continuous values (e.g., LD50, hERG inhibition percentage) or binary classification for toxic/non-toxic outcomes (e.g., AMES mutagenicity, cardiotoxicity, hepatotoxicity). Dataset: herg_karim. The result is 0 (non-blocker). The molecule is O=C([C@@H]1CCCCN1)N1CCN(c2nc(NCc3ccc(Cl)cc3Cl)c3cccnc3n2)CC1.